This data is from Full USPTO retrosynthesis dataset with 1.9M reactions from patents (1976-2016). The task is: Predict the reactants needed to synthesize the given product. (1) Given the product [Br:1][C:2]1[CH:7]=[CH:6][C:5]([O:8][CH3:9])=[C:4]([I:18])[CH:3]=1, predict the reactants needed to synthesize it. The reactants are: [Br:1][C:2]1[CH:7]=[CH:6][C:5]([O:8][CH3:9])=[CH:4][CH:3]=1.C(O)(=O)C.C(O)(=O)C.[I:18]C1C=CC=CC=1.II.[O-]S([O-])(=S)=O.[Na+].[Na+]. (2) Given the product [ClH:25].[CH3:41][S:42]([NH:45][C:22](=[O:24])[CH2:21][CH2:20][C:15]1[CH:16]=[CH:17][CH:18]=[CH:19][C:14]=1[CH:11]1[CH2:12][CH2:13][NH:8][CH2:9][CH2:10]1)(=[O:44])=[O:43], predict the reactants needed to synthesize it. The reactants are: C(OC([N:8]1[CH2:13][CH2:12][CH:11]([C:14]2[CH:19]=[CH:18][CH:17]=[CH:16][C:15]=2[CH2:20][CH2:21][C:22]([OH:24])=O)[CH2:10][CH2:9]1)=O)(C)(C)C.[ClH:25].OC1C=CC=CC=1C1(C#N)CCNCC1.[CH3:41][S:42]([NH2:45])(=[O:44])=[O:43].CCN=C=NCCCN(C)C.Cl. (3) Given the product [Br:1][C:2]1[CH:3]=[C:4]([CH:8]=[C:9]([I:11])[CH:10]=1)[C:5]([NH:15][O:13][CH3:14])=[O:6], predict the reactants needed to synthesize it. The reactants are: [Br:1][C:2]1[CH:3]=[C:4]([CH:8]=[C:9]([I:11])[CH:10]=1)[C:5](O)=[O:6].Cl.[O:13]([NH2:15])[CH3:14].CN(C(ON1N=NC2C=CC=NC1=2)=[N+](C)C)C.F[P-](F)(F)(F)(F)F.CCN(C(C)C)C(C)C. (4) Given the product [Cl:1][CH2:2][C:3]1[N:4]=[C:5]([C:8]2[CH:9]=[CH:10][C:11]([C:12]([OH:14])=[O:13])=[CH:16][CH:17]=2)[S:6][CH:7]=1, predict the reactants needed to synthesize it. The reactants are: [Cl:1][CH2:2][C:3]1[N:4]=[C:5]([C:8]2[CH:17]=[CH:16][C:11]([C:12]([O:14]C)=[O:13])=[CH:10][CH:9]=2)[S:6][CH:7]=1. (5) The reactants are: [CH2:1]([O:8][C:9]([NH:11][C@@H:12]([C@H:28]([O:35][Si:36]([C:39]([CH3:42])([CH3:41])[CH3:40])([CH3:38])[CH3:37])[C:29]1[CH:34]=[CH:33][CH:32]=[CH:31][CH:30]=1)[CH2:13][CH2:14][CH:15]1[O:17][CH:16]1[C:18]1[CH:27]=[CH:26][C:21]([C:22]([O:24][CH3:25])=[O:23])=[CH:20][CH:19]=1)=[O:10])[C:2]1[CH:7]=[CH:6][CH:5]=[CH:4][CH:3]=1.C1(P(C2C=CC=CC=2)C2C=CC=CC=2)C=CC=CC=1. Given the product [CH2:1]([O:8][C:9]([NH:11][C@@H:12]([C@H:28]([O:35][Si:36]([C:39]([CH3:42])([CH3:41])[CH3:40])([CH3:38])[CH3:37])[C:29]1[CH:30]=[CH:31][CH:32]=[CH:33][CH:34]=1)[CH2:13][CH2:14][C:15](=[O:17])[CH2:16][C:18]1[CH:19]=[CH:20][C:21]([C:22]([O:24][CH3:25])=[O:23])=[CH:26][CH:27]=1)=[O:10])[C:2]1[CH:3]=[CH:4][CH:5]=[CH:6][CH:7]=1, predict the reactants needed to synthesize it. (6) The reactants are: Br[C:2]1[CH:3]=[CH:4][C:5]([F:17])=[C:6]([NH:9][C:10]([C:12]2[S:13][CH:14]=[CH:15][CH:16]=2)=[O:11])[C:7]=1[F:8].[Cl:18][C:19]1[C:20](B2OC(C)(C)C(C)(C)O2)=[CH:21][C:22]2[S:26][CH:25]=[N:24][C:23]=2[CH:27]=1.C(=O)([O-])[O-].[Na+].[Na+].CC(=O)OCC.[Cl-].[Na+].O. Given the product [F:17][C:5]1[CH:4]=[CH:3][CH:2]=[C:7]([F:8])[C:6]=1[NH:9][C:10]([C:12]1[S:13][C:14]([C:20]2[C:19]([Cl:18])=[CH:27][C:23]3[N:24]=[CH:25][S:26][C:22]=3[CH:21]=2)=[CH:15][CH:16]=1)=[O:11], predict the reactants needed to synthesize it. (7) Given the product [N:1]1([C:2]2[N:7]=[N:6][C:5]([CH2:8][C:9]([O:11][CH3:12])=[O:10])=[CH:4][CH:3]=2)[CH:13]=[N:25][N:24]=[N:23]1, predict the reactants needed to synthesize it. The reactants are: [NH2:1][C:2]1[N:7]=[N:6][C:5]([CH2:8][C:9]([O:11][CH3:12])=[O:10])=[CH:4][CH:3]=1.[CH:13](OCC)(OCC)OCC.[N-:23]=[N+:24]=[N-:25].[Na+].